From a dataset of Forward reaction prediction with 1.9M reactions from USPTO patents (1976-2016). Predict the product of the given reaction. (1) Given the reactants [NH2:1][C:2]1[CH:7]=[CH:6][C:5]([Cl:8])=[CH:4][C:3]=1[C:9]([C:11]1[CH:16]=[CH:15][N:14]=[C:13]([CH3:17])[CH:12]=1)=O.[CH:18]1([C:23](=O)[CH2:24][C:25]#[N:26])[CH2:22][CH2:21][CH2:20][CH2:19]1, predict the reaction product. The product is: [Cl:8][C:5]1[CH:4]=[C:3]2[C:2](=[CH:7][CH:6]=1)[N:1]=[C:23]([CH:18]1[CH2:22][CH2:21][CH2:20][CH2:19]1)[C:24]([C:25]#[N:26])=[C:9]2[C:11]1[CH:16]=[CH:15][N:14]=[C:13]([CH3:17])[CH:12]=1. (2) Given the reactants [C:1]1([C:8]2[CH:13]=[CH:12][CH:11]=[CH:10][CH:9]=2)[C:2]([NH2:7])=[CH:3][CH:4]=[CH:5][CH:6]=1.[C:14](O[C:14](=[O:17])[CH2:15][CH3:16])(=[O:17])[CH2:15][CH3:16].N1C=CC=C[CH:24]=1, predict the reaction product. The product is: [CH3:24][C:12]1[CH:13]=[C:8]([C:1]2[CH:6]=[CH:5][CH:4]=[CH:3][C:2]=2[NH:7][C:14](=[O:17])[CH2:15][CH3:16])[CH:9]=[CH:10][CH:11]=1. (3) Given the reactants [Cl-].[CH3:2][O:3][CH2:4][P+](C1C=CC=CC=1)(C1C=CC=CC=1)C1C=CC=CC=1.C1([Li])C=CC=CC=1.[Cl:31][C:32]1[CH:37]=[CH:36][N:35]=[C:34]([C:38]([CH:40]2[CH2:42][CH2:41]2)=O)[C:33]=1[O:43][CH3:44], predict the reaction product. The product is: [Cl:31][C:32]1[CH:37]=[CH:36][N:35]=[C:34]([C:38]([CH:40]2[CH2:42][CH2:41]2)=[CH:2][O:3][CH3:4])[C:33]=1[O:43][CH3:44].